From a dataset of Full USPTO retrosynthesis dataset with 1.9M reactions from patents (1976-2016). Predict the reactants needed to synthesize the given product. (1) Given the product [Cl:19][C:16]1[CH:15]=[CH:14][C:13]([NH:12][C:8]2[S:9][C:10]([CH3:11])=[C:6]([C:4]([OH:5])=[O:3])[N:7]=2)=[CH:18][CH:17]=1, predict the reactants needed to synthesize it. The reactants are: C([O:3][C:4]([C:6]1[N:7]=[C:8]([NH:12][C:13]2[CH:18]=[CH:17][C:16]([Cl:19])=[CH:15][CH:14]=2)[S:9][C:10]=1[CH3:11])=[O:5])C.[OH-].[K+]. (2) Given the product [Cl:27][C:12]1[C:11]([C:15]#[N:16])=[CH:10][C:9]([C:17]2[CH:22]=[CH:21][N:20]=[C:19]([S:23][CH3:24])[N:18]=2)=[C:8]([C:5]2[CH:6]=[CH:7][C:2]([F:1])=[CH:3][CH:4]=2)[N:13]=1, predict the reactants needed to synthesize it. The reactants are: [F:1][C:2]1[CH:7]=[CH:6][C:5]([C:8]2[N:13]=[C:12](O)[C:11]([C:15]#[N:16])=[CH:10][C:9]=2[C:17]2[CH:22]=[CH:21][N:20]=[C:19]([S:23][CH3:24])[N:18]=2)=[CH:4][CH:3]=1.O=P(Cl)(Cl)[Cl:27]. (3) Given the product [CH2:1]([O:3][C:4](=[O:17])[N:5]([C:6]1[CH:11]=[C:10]([Cl:12])[N:9]=[C:8]([Cl:13])[C:7]=1[N+:14]([O-:16])=[O:15])[CH2:26][C:27]1[CH:32]=[N:31][C:30]([CH3:33])=[CH:29][CH:28]=1)[CH3:2], predict the reactants needed to synthesize it. The reactants are: [CH2:1]([O:3][C:4](=[O:17])[NH:5][C:6]1[CH:11]=[C:10]([Cl:12])[N:9]=[C:8]([Cl:13])[C:7]=1[N+:14]([O-:16])=[O:15])[CH3:2].CC(C)=O.[I-].[Na+].Cl.Cl[CH2:26][C:27]1[CH:28]=[CH:29][C:30]([CH3:33])=[N:31][CH:32]=1. (4) Given the product [C:1]([C:4]1[S:8][C:7]([C:9]([Cl:15])=[O:11])=[CH:6][CH:5]=1)(=[O:3])[CH3:2], predict the reactants needed to synthesize it. The reactants are: [C:1]([C:4]1[S:8][C:7]([C:9]([OH:11])=O)=[CH:6][CH:5]=1)(=[O:3])[CH3:2].C(Cl)(=O)C([Cl:15])=O. (5) Given the product [ClH:3].[ClH:18].[CH3:5][N:6]([CH2:7][C:8]1[O:39][C:2]2[CH:1]=[CH:14][CH:15]=[CH:16][C:11]=2[C:12]=1[CH3:13])[C:33](=[O:35])[CH:32]=[CH:31][C:28]1[CH:29]=[N:30][C:24]2[NH:23][CH2:22][CH2:21][N:20]([CH3:19])[CH2:26][C:25]=2[CH:27]=1, predict the reactants needed to synthesize it. The reactants are: [CH2:1](Cl)[CH2:2][Cl:3].[CH3:5][NH:6][CH2:7][C:8]1[C:12]2[CH:13]=[CH:14][CH:15]=[CH:16][C:11]=2OC=1C.[ClH:18].[CH3:19][N:20]1[CH2:26][C:25]2[CH:27]=[C:28]([CH:31]=[CH:32][C:33]([OH:35])=O)[CH:29]=[N:30][C:24]=2[NH:23][CH2:22][CH2:21]1.Cl.CC[O:39]CC. (6) The reactants are: I[C:2]1[N:6]2[CH:7]=[CH:8][C:9]([C:11]3[N:12]=[N:13][CH:14]=[CH:15][N:16]=3)=[CH:10][C:5]2=[N:4][CH:3]=1.CC1(C)C(C)(C)OB([C:25]2[CH:26]=[C:27]([NH:31][C:32]([NH:34][CH2:35][C:36]([F:39])([F:38])[F:37])=[O:33])[CH:28]=[CH:29][CH:30]=2)O1. Given the product [N:13]1[CH:14]=[CH:15][N:16]=[C:11]([C:9]2[CH:8]=[CH:7][N:6]3[C:2]([C:29]4[CH:28]=[C:27]([NH:31][C:32]([NH:34][CH2:35][C:36]([F:37])([F:38])[F:39])=[O:33])[CH:26]=[CH:25][CH:30]=4)=[CH:3][N:4]=[C:5]3[CH:10]=2)[N:12]=1, predict the reactants needed to synthesize it.